This data is from Forward reaction prediction with 1.9M reactions from USPTO patents (1976-2016). The task is: Predict the product of the given reaction. Given the reactants [Cl:1][C:2]1[C:7]([C:8]2[CH:13]=[CH:12][CH:11]=[CH:10][CH:9]=2)=[N:6][N:5]=[C:4]2[NH:14][N:15]=[CH:16][C:3]=12.[Br:17]Br.C(N(CC)CC)C.C(=O)(O)[O-].[Na+], predict the reaction product. The product is: [Br:17][C:16]1[C:3]2[C:4](=[N:5][N:6]=[C:7]([C:8]3[CH:13]=[CH:12][CH:11]=[CH:10][CH:9]=3)[C:2]=2[Cl:1])[NH:14][N:15]=1.